From a dataset of Catalyst prediction with 721,799 reactions and 888 catalyst types from USPTO. Predict which catalyst facilitates the given reaction. (1) Reactant: [S:1]1[C:5]2[CH:6]=[CH:7][CH:8]=[CH:9][C:4]=2[CH:3]=[C:2]1[C:10]([NH:12][C@H:13]([C:18]([NH:20][CH:21]([CH2:32][CH3:33])[CH2:22][CH2:23][NH:24]C(=O)OC(C)(C)C)=[O:19])[CH2:14][CH:15]([CH3:17])[CH3:16])=[O:11].C(O)(C(F)(F)F)=O.[Cl:41][C:42]1[CH:47]=[CH:46][C:45]([S:48](Cl)(=[O:50])=[O:49])=[CH:44][CH:43]=1.CCN(CC)CC. Product: [Cl:41][C:42]1[CH:47]=[CH:46][C:45]([S:48]([NH:24][CH2:23][CH2:22][CH:21]([NH:20][C:18]([C@@H:13]([NH:12][C:10]([C:2]2[S:1][C:5]3[CH:6]=[CH:7][CH:8]=[CH:9][C:4]=3[CH:3]=2)=[O:11])[CH2:14][CH:15]([CH3:17])[CH3:16])=[O:19])[CH2:32][CH3:33])(=[O:50])=[O:49])=[CH:44][CH:43]=1. The catalyst class is: 2. (2) Reactant: [C:1]([C:5]1[N:6]=[C:7]([C:13]2[C:14]([CH3:22])=[N:15][N:16]3[CH:21]=[CH:20][CH:19]=[CH:18][C:17]=23)[S:8][C:9]=1[C:10]([NH2:12])=O)([CH3:4])([CH3:3])[CH3:2].COC(OC)[N:26]([CH3:28])C.O.[NH2:32]N. Product: [C:1]([C:5]1[N:6]=[C:7]([C:13]2[C:14]([CH3:22])=[N:15][N:16]3[CH:21]=[CH:20][CH:19]=[CH:18][C:17]=23)[S:8][C:9]=1[C:10]1[NH:26][CH:28]=[N:32][N:12]=1)([CH3:4])([CH3:3])[CH3:2]. The catalyst class is: 15.